Dataset: Forward reaction prediction with 1.9M reactions from USPTO patents (1976-2016). Task: Predict the product of the given reaction. (1) Given the reactants C([N:8]1[CH:12]=[C:11]([CH3:13])[C:10]([CH2:14][O:15][CH3:16])=[N:9]1)C1C=CC=CC=1, predict the reaction product. The product is: [CH3:16][O:15][CH2:14][C:10]1[C:11]([CH3:13])=[CH:12][NH:8][N:9]=1. (2) Given the reactants [CH3:1][N:2]([CH3:15])[CH2:3][CH2:4][CH:5]1[CH2:13][C:12]2[C:7](=[CH:8][CH:9]=[CH:10][CH:11]=2)[CH:6]1O.Cl, predict the reaction product. The product is: [CH2:13]1[C:12]2[C:7](=[CH:8][CH:9]=[CH:10][CH:11]=2)[CH:6]=[C:5]1[CH2:4][CH2:3][N:2]([CH3:1])[CH3:15]. (3) The product is: [CH:42]1[C:43]2[N:31]([CH2:30][CH2:29][C:24]3[CH:23]=[CH:22][C:21]4[N:20]([CH:44]=[O:45])[C:19]5[C:27]([C:26]=4[CH:25]=3)=[CH:28][C:16]([CH2:15][CH2:14][N:12]3[C:13]4[CH:1]=[CH:2][CH:3]=[CH:4][C:5]=4[C:6]4[C:11]3=[CH:10][CH:9]=[CH:8][CH:7]=4)=[CH:17][CH:18]=5)[C:32]3[C:37](=[CH:36][CH:35]=[CH:34][CH:33]=3)[C:38]=2[CH:39]=[CH:40][CH:41]=1. Given the reactants [CH:1]1[C:13]2[N:12]([CH2:14][CH2:15][C:16]3[CH:17]=[CH:18][C:19]4[NH:20][C:21]5[C:26]([C:27]=4[CH:28]=3)=[CH:25][C:24]([CH2:29][CH2:30][N:31]3[C:43]4[CH:42]=[CH:41][CH:40]=[CH:39][C:38]=4[C:37]4[C:32]3=[CH:33][CH:34]=[CH:35][CH:36]=4)=[CH:23][CH:22]=5)[C:11]3[C:6](=[CH:7][CH:8]=[CH:9][CH:10]=3)[C:5]=2[CH:4]=[CH:3][CH:2]=1.[C:44](=O)([O-])[O-:45].[K+].[K+].C1OCCOCCOCCOCCOCCOC1, predict the reaction product.